This data is from Full USPTO retrosynthesis dataset with 1.9M reactions from patents (1976-2016). The task is: Predict the reactants needed to synthesize the given product. (1) Given the product [CH3:44][O:45][C:11]([C@@H:6]1[C@H:5]2[CH2:1][C@H:2]([CH:3]=[CH:4]2)[C@@H:7]1[C:8]([OH:10])=[O:9])=[O:12], predict the reactants needed to synthesize it. The reactants are: [CH2:1]1[C@@H:5]2[CH:6]3[C:11](=[O:12])[O:10][C:8](=[O:9])[CH:7]3[C@H:2]1[CH:3]=[CH:4]2.C1(C)C=CC=CC=1.COC1C=CC2N=CC=C([C@@H](O)[C@H]3N4C[C@H](C=C)[C@@H](CC4)C3)C=2C=1.[CH3:44][OH:45]. (2) Given the product [NH:48]1[CH:52]=[C:51]([CH2:53][CH2:54][NH:55][C:2]2[CH:3]=[CH:4][CH:5]=[C:6]([C:8]3[C:16]4[C:11](=[CH:12][N:13]=[C:14]([C:17]5[CH:18]=[N:19][N:20]([CH3:22])[CH:21]=5)[CH:15]=4)[NH:10][N:9]=3)[N:7]=2)[N:50]=[CH:49]1, predict the reactants needed to synthesize it. The reactants are: F[C:2]1[N:7]=[C:6]([C:8]2[C:16]3[C:11](=[CH:12][N:13]=[C:14]([C:17]4[CH:18]=[N:19][N:20]([CH3:22])[CH:21]=4)[CH:15]=3)[N:10](C3CCCCO3)[N:9]=2)[CH:5]=[CH:4][CH:3]=1.C([N:48]1[CH:52]=[C:51]([CH2:53][CH2:54][NH2:55])[N:50]=[CH:49]1)(C1C=CC=CC=1)(C1C=CC=CC=1)C1C=CC=CC=1. (3) Given the product [CH2:14]([O:13][C:11]1[CH:12]=[C:7]([N:24]2[CH2:29][CH2:28][CH2:27][CH2:26][CH2:25]2)[N:8]=[CH:9][N:10]=1)[C:15]#[C:16][CH3:17], predict the reactants needed to synthesize it. The reactants are: CN(C)C=O.Cl[C:7]1[CH:12]=[C:11]([O:13][CH2:14][C:15]#[C:16][CH3:17])[N:10]=[CH:9][N:8]=1.C(=O)([O-])[O-].[K+].[K+].[NH:24]1[CH2:29][CH2:28][CH2:27][CH2:26][CH2:25]1. (4) Given the product [N:25]([CH2:19][C@@H:4]1[O:3][C:2](=[O:1])[N:6]([C:7]2[CH:8]=[CH:9][C:10]3[C:16](=[O:17])[CH2:15][CH2:14][S:13][CH2:12][C:11]=3[CH:18]=2)[CH2:5]1)=[N+:26]=[N-:27], predict the reactants needed to synthesize it. The reactants are: [O:1]=[C:2]1[N:6]([C:7]2[CH:8]=[CH:9][C:10]3[C:16](=[O:17])[CH2:15][CH2:14][S:13][CH2:12][C:11]=3[CH:18]=2)[CH2:5][C@H:4]([CH2:19]OS(C)(=O)=O)[O:3]1.[N-:25]=[N+:26]=[N-:27].[Na+]. (5) Given the product [CH2:10]([C:8]1=[CH:9][N:5]([C:1]([CH3:4])([CH3:3])[CH3:2])[S:6]/[C:7]/1=[N:14]\[C:27]([C:22]12[CH2:25][CH2:26][C:19]([C:17]([O:16][CH3:15])=[O:18])([CH2:20][CH2:21]1)[CH2:24][CH2:23]2)=[O:28])[CH2:11][CH2:12][CH3:13], predict the reactants needed to synthesize it. The reactants are: [C:1]([N:5]1[CH:9]=[C:8]([CH2:10][CH2:11][CH2:12][CH3:13])[C:7](=[NH:14])[S:6]1)([CH3:4])([CH3:3])[CH3:2].[CH3:15][O:16][C:17]([C:19]12[CH2:26][CH2:25][C:22]([C:27](O)=[O:28])([CH2:23][CH2:24]1)[CH2:21][CH2:20]2)=[O:18]. (6) The reactants are: [CH:1]1([N:7]2[C:15]3[C:14](=[O:16])[NH:13][C:12]([C:17]4[CH:22]=[CH:21][C:20](/[CH:23]=[CH:24]/[C:25]([O:27][CH3:28])=[O:26])=[CH:19][C:18]=4[O:29][CH3:30])=[N:11][C:10]=3[C:9]([CH3:31])=[N:8]2)[CH2:6][CH2:5][CH2:4][CH2:3][CH2:2]1.[H][H]. Given the product [CH:1]1([N:7]2[C:15]3[C:14](=[O:16])[NH:13][C:12]([C:17]4[CH:22]=[CH:21][C:20]([CH2:23][CH2:24][C:25]([O:27][CH3:28])=[O:26])=[CH:19][C:18]=4[O:29][CH3:30])=[N:11][C:10]=3[C:9]([CH3:31])=[N:8]2)[CH2:2][CH2:3][CH2:4][CH2:5][CH2:6]1, predict the reactants needed to synthesize it. (7) The reactants are: [Cl:1][C:2]1[CH:3]=[C:4]([C:8](F)(F)F)[CH:5]=[CH:6][CH:7]=1.[Al+3].[Cl-:13].[Cl-:14].[Cl-].[F:16][C:17]1[CH:22]=[CH:21][CH:20]=[CH:19][CH:18]=1. Given the product [Cl:1][C:2]1[CH:3]=[C:4]([C:8]([C:20]2[CH:21]=[CH:22][C:17]([F:16])=[CH:18][CH:19]=2)([Cl:14])[Cl:13])[CH:5]=[CH:6][CH:7]=1, predict the reactants needed to synthesize it.